This data is from CYP2C19 inhibition data for predicting drug metabolism from PubChem BioAssay. The task is: Regression/Classification. Given a drug SMILES string, predict its absorption, distribution, metabolism, or excretion properties. Task type varies by dataset: regression for continuous measurements (e.g., permeability, clearance, half-life) or binary classification for categorical outcomes (e.g., BBB penetration, CYP inhibition). Dataset: cyp2c19_veith. (1) The compound is COc1ccc(-n2c(=O)c(C)nc3cnc(N4CCNCC4)nc32)cc1. The result is 0 (non-inhibitor). (2) The molecule is CCOc1ccc(OCc2ccc(C(=O)NCc3cccnc3)o2)cc1. The result is 1 (inhibitor). (3) The compound is COc1ccc(/C=N/n2c(C)nnc2C)c(OC)c1OC. The result is 0 (non-inhibitor). (4) The compound is CCC(=O)O[C@@]1(C(=O)SCF)[C@@H](C)C[C@H]2[C@@H]3C[C@@H](F)C4=CC(=O)C=C[C@@]4(C)[C@]3(F)[C@@H](O)C[C@]21C. The result is 0 (non-inhibitor). (5) The molecule is C[N+]1(CCC(=O)c2ccco2)CC2CCC(CC2)C1. The result is 0 (non-inhibitor). (6) The compound is S=C1N[C@H](c2ccccc2)N[C@H](c2ccccc2)S1. The result is 1 (inhibitor). (7) The drug is CNC/C(Cl)=N/S(=O)(=O)c1ccc(C)cc1. The result is 0 (non-inhibitor). (8) The molecule is NC(=NC1C2CC3CC(C2)CC1C3)Nc1ccc(I)cc1. The result is 1 (inhibitor). (9) The compound is Cc1ccn2c(NC(=O)c3ccccc3)c(-c3cccs3)nc2c1. The result is 1 (inhibitor).